Predict which catalyst facilitates the given reaction. From a dataset of Catalyst prediction with 721,799 reactions and 888 catalyst types from USPTO. Reactant: FC(F)(F)C([N:5]1[CH2:11][CH:10]([CH3:12])[C:9]2[CH:13]=[C:14]([Br:21])[C:15]([O:17][CH2:18][CH:19]=[CH2:20])=[CH:16][C:8]=2[CH2:7][CH2:6]1)=O.[OH-].[Na+]. Product: [CH2:18]([O:17][C:15]1[C:14]([Br:21])=[CH:13][C:9]2[CH:10]([CH3:12])[CH2:11][NH:5][CH2:6][CH2:7][C:8]=2[CH:16]=1)[CH:19]=[CH2:20]. The catalyst class is: 24.